From a dataset of NCI-60 drug combinations with 297,098 pairs across 59 cell lines. Regression. Given two drug SMILES strings and cell line genomic features, predict the synergy score measuring deviation from expected non-interaction effect. (1) Drug 1: CN(C)C1=NC(=NC(=N1)N(C)C)N(C)C. Drug 2: C1CC(=O)NC(=O)C1N2C(=O)C3=CC=CC=C3C2=O. Cell line: SK-MEL-2. Synergy scores: CSS=-8.30, Synergy_ZIP=0.806, Synergy_Bliss=-7.56, Synergy_Loewe=-8.64, Synergy_HSA=-10.9. (2) Drug 1: CCCCCOC(=O)NC1=NC(=O)N(C=C1F)C2C(C(C(O2)C)O)O. Drug 2: C1=NNC2=C1C(=O)NC=N2. Cell line: HCC-2998. Synergy scores: CSS=5.11, Synergy_ZIP=0.195, Synergy_Bliss=2.06, Synergy_Loewe=-0.819, Synergy_HSA=-1.58. (3) Drug 1: C1CCC(CC1)NC(=O)N(CCCl)N=O. Drug 2: C(CC(=O)O)C(=O)CN.Cl. Cell line: MALME-3M. Synergy scores: CSS=18.5, Synergy_ZIP=-6.99, Synergy_Bliss=-2.27, Synergy_Loewe=-1.78, Synergy_HSA=-1.73. (4) Drug 1: C1CC(C1)(C(=O)O)C(=O)O.[NH2-].[NH2-].[Pt+2]. Drug 2: CN(CCCl)CCCl.Cl. Cell line: LOX IMVI. Synergy scores: CSS=0.482, Synergy_ZIP=-2.25, Synergy_Bliss=-4.43, Synergy_Loewe=-29.8, Synergy_HSA=-13.6. (5) Drug 1: C1CN(CCN1C(=O)CCBr)C(=O)CCBr. Drug 2: CC1C(C(CC(O1)OC2CC(CC3=C2C(=C4C(=C3O)C(=O)C5=C(C4=O)C(=CC=C5)OC)O)(C(=O)CO)O)N)O.Cl. Cell line: OVCAR-4. Synergy scores: CSS=28.4, Synergy_ZIP=-4.40, Synergy_Bliss=-4.77, Synergy_Loewe=-6.87, Synergy_HSA=-1.64.